Dataset: Reaction yield outcomes from USPTO patents with 853,638 reactions. Task: Predict the reaction yield, written as a fraction of the theoretical maximum amount of product (1.0 means a 100% yield; for example, 0.34 means a 34% yield). (1) The reactants are Br[C:2]1[CH:7]=[CH:6][C:5]([C@@H:8]([N:10]2[CH2:15][CH2:14][C@:13]([CH2:22][C:23]([OH:26])([CH3:25])[CH3:24])([C:16]3[CH:21]=[CH:20][CH:19]=[CH:18][CH:17]=3)[O:12][C:11]2=[O:27])[CH3:9])=[CH:4][CH:3]=1.[CH3:28][O:29][C:30]1[CH:35]=[C:34](B2OC(C)(C)C(C)(C)O2)[CH:33]=[CH:32][N:31]=1. The catalyst is C1C=CC(P(C2C=CC=CC=2)[C-]2C=CC=C2)=CC=1.C1C=CC(P(C2C=CC=CC=2)[C-]2C=CC=C2)=CC=1.Cl[Pd]Cl.[Fe+2]. The product is [OH:26][C:23]([CH3:25])([CH3:24])[CH2:22][C@@:13]1([C:16]2[CH:21]=[CH:20][CH:19]=[CH:18][CH:17]=2)[O:12][C:11](=[O:27])[N:10]([C@H:8]([C:5]2[CH:6]=[CH:7][C:2]([C:34]3[CH:33]=[CH:32][N:31]=[C:30]([O:29][CH3:28])[CH:35]=3)=[CH:3][CH:4]=2)[CH3:9])[CH2:15][CH2:14]1. The yield is 1.00. (2) The reactants are [CH3:1][C:2]1([CH3:14])[C:6]([CH3:8])([CH3:7])[O:5][B:4]([C:9]2[CH:10]=[N:11][NH:12][CH:13]=2)[O:3]1.[CH3:15][C:16]([O:19][C:20](=[O:23])[CH2:21]Br)([CH3:18])[CH3:17].C(=O)([O-])[O-].[Cs+].[Cs+]. The catalyst is CN(C=O)C. The product is [CH3:1][C:2]1([CH3:14])[C:6]([CH3:7])([CH3:8])[O:5][B:4]([C:9]2[CH:13]=[N:12][N:11]([CH2:21][C:20]([O:19][C:16]([CH3:18])([CH3:17])[CH3:15])=[O:23])[CH:10]=2)[O:3]1. The yield is 0.840. (3) The reactants are [CH2:1]([N:5]=[C:6]=[O:7])[CH2:2][CH2:3][CH3:4].[CH2:8]([NH2:12])[CH2:9][CH2:10][CH3:11].[C:13](Cl)(=[O:18])[CH2:14][C:15](Cl)=[O:16]. The catalyst is ClCCl. The product is [CH2:1]([N:5]1[C:15](=[O:16])[CH2:14][C:13](=[O:18])[N:12]([CH2:8][CH2:9][CH2:10][CH3:11])[C:6]1=[O:7])[CH2:2][CH2:3][CH3:4]. The yield is 0.270. (4) The reactants are [N+:1]([C:4]1[CH:5]=[C:6]([C:13]([N:15]2[CH2:20][CH2:19][O:18][CH2:17][CH2:16]2)=O)[CH:7]=[CH:8][C:9]=1[N+:10]([O-:12])=[O:11])([O-:3])=[O:2].O1CCCC1.B(F)(F)F.CCOCC.[BH4-].[Na+]. The catalyst is CCOCC.CO. The product is [N+:1]([C:4]1[CH:5]=[C:6]([CH:7]=[CH:8][C:9]=1[N+:10]([O-:12])=[O:11])[CH2:13][N:15]1[CH2:20][CH2:19][O:18][CH2:17][CH2:16]1)([O-:3])=[O:2]. The yield is 0.984. (5) The reactants are [CH3:1][C:2]1([CH3:10])[C:5](=[O:6])[CH2:4][CH:3]1C(O)=O.C1(P([N:25]=[N+]=[N-])(C2C=CC=CC=2)=O)C=CC=CC=1.[C:28]([OH:32])([CH3:31])([CH3:30])[CH3:29].[C:33](=[O:36])(O)[O-].[Na+]. The catalyst is C1(C)C=CC=CC=1. The product is [C:28]([O:32][C:33](=[O:36])[NH:25][CH:3]1[CH2:4][C:5](=[O:6])[C:2]1([CH3:1])[CH3:10])([CH3:31])([CH3:30])[CH3:29]. The yield is 0.110. (6) The reactants are [NH2:1][C:2]1[S:3][C:4]2[CH:10]=[C:9]([O:11][C:12]3[CH:13]=[C:14]([NH:18][C:19](=[O:31])[C:20]4[CH:25]=[CH:24][CH:23]=[C:22]([C:26]([C:29]#[N:30])([CH3:28])[CH3:27])[CH:21]=4)[CH:15]=[CH:16][CH:17]=3)[CH:8]=[CH:7][C:5]=2[N:6]=1.Cl.Cl.[CH3:34][N:35]1[CH2:40][CH2:39][N:38]([CH2:41][C:42](O)=[O:43])[CH2:37][CH2:36]1.C(N(CC)CC)C.Cl.C(N=C=NCCCN(C)C)C. The catalyst is N1C=CC=CC=1.CN(C)C1C=CN=CC=1.CO. The product is [C:29]([C:26]([C:22]1[CH:21]=[C:20]([CH:25]=[CH:24][CH:23]=1)[C:19]([NH:18][C:14]1[CH:15]=[CH:16][CH:17]=[C:12]([O:11][C:9]2[CH:8]=[CH:7][C:5]3[N:6]=[C:2]([NH:1][C:42](=[O:43])[CH2:41][N:38]4[CH2:39][CH2:40][N:35]([CH3:34])[CH2:36][CH2:37]4)[S:3][C:4]=3[CH:10]=2)[CH:13]=1)=[O:31])([CH3:27])[CH3:28])#[N:30]. The yield is 0.290. (7) The reactants are Br[C:2]1[S:6][C:5]([S:7]([NH:10][C:11]([CH3:14])([CH3:13])[CH3:12])(=[O:9])=[O:8])=[CH:4][CH:3]=1.[CH3:15][C:16]1([CH3:32])[C:20]([CH3:22])([CH3:21])[O:19][B:18]([B:18]2[O:19][C:20]([CH3:22])([CH3:21])[C:16]([CH3:32])([CH3:15])[O:17]2)[O:17]1.CC(O[K])=O. The catalyst is O1CCOCC1.C1C=CC(P(C2C=CC=CC=2)[C-]2C=CC=C2)=CC=1.C1C=CC(P(C2C=CC=CC=2)[C-]2C=CC=C2)=CC=1.Cl[Pd]Cl.[Fe+2]. The product is [C:11]([NH:10][S:7]([C:5]1[S:6][C:2]([B:18]2[O:19][C:20]([CH3:22])([CH3:21])[C:16]([CH3:32])([CH3:15])[O:17]2)=[CH:3][CH:4]=1)(=[O:9])=[O:8])([CH3:14])([CH3:13])[CH3:12]. The yield is 0.696.